From a dataset of Catalyst prediction with 721,799 reactions and 888 catalyst types from USPTO. Predict which catalyst facilitates the given reaction. (1) Reactant: C(OC(=O)[NH:7][C:8]1[CH:13]=[C:12]([CH2:14][CH2:15][CH3:16])C(C(F)(F)F)=[CH:10][C:9]=1[NH:21][C:22](=[O:39])[CH2:23][C:24]([C:26]1[CH:31]=[CH:30][CH:29]=[C:28]([C:32]2[CH:37]=[CH:36][N:35]=[C:34]([CH3:38])[CH:33]=2)[CH:27]=1)=O)(C)(C)C.[C:41](O)([C:43]([F:46])([F:45])[F:44])=O. Product: [CH3:38][C:34]1[CH:33]=[C:32]([C:28]2[CH:27]=[C:26]([C:24]3[CH2:23][C:22](=[O:39])[NH:21][C:9]4[CH:10]=[C:41]([C:43]([F:46])([F:45])[F:44])[C:12]([CH2:14][CH2:15][CH3:16])=[CH:13][C:8]=4[N:7]=3)[CH:31]=[CH:30][CH:29]=2)[CH:37]=[CH:36][N:35]=1. The catalyst class is: 2. (2) Reactant: C1(P(C2C=CC=CC=2)C2C=CC=CC=2)C=CC=CC=1.C(Cl)(Cl)(Cl)Cl.[F:25][C:26]1[CH:31]=[CH:30][C:29]([F:32])=[CH:28][C:27]=1[C:33]1([S:47]([C:50]2[CH:55]=[CH:54][C:53]([CH:56]=O)=[CH:52][CH:51]=2)(=[O:49])=[O:48])[CH2:38][CH2:37][CH:36]([NH:39][S:40]([C:43]([F:46])([F:45])[F:44])(=[O:42])=[O:41])[CH2:35][CH2:34]1.C(#[N:60])C. Product: [C:56]([C:53]1[CH:54]=[CH:55][C:50]([S:47]([C:33]2([C:27]3[CH:28]=[C:29]([F:32])[CH:30]=[CH:31][C:26]=3[F:25])[CH2:38][CH2:37][CH:36]([NH:39][S:40]([C:43]([F:46])([F:45])[F:44])(=[O:42])=[O:41])[CH2:35][CH2:34]2)(=[O:49])=[O:48])=[CH:51][CH:52]=1)#[N:60]. The catalyst class is: 6. (3) Product: [C:29]([C:26]1([C:22]2[CH:21]=[C:20]([CH:25]=[CH:24][CH:23]=2)[C:19]([NH:18][C:16]2[CH:17]=[C:12]([O:11][C:9]3[CH:8]=[CH:7][C:5]4[N:6]=[C:2]([NH:1][C:37](=[O:36])[CH2:38][OH:39])[S:3][C:4]=4[CH:10]=3)[CH:13]=[CH:14][C:15]=2[CH3:32])=[O:31])[CH2:27][CH2:28]1)#[N:30]. The catalyst class is: 7. Reactant: [NH2:1][C:2]1[S:3][C:4]2[CH:10]=[C:9]([O:11][C:12]3[CH:13]=[CH:14][C:15]([CH3:32])=[C:16]([NH:18][C:19](=[O:31])[C:20]4[CH:25]=[CH:24][CH:23]=[C:22]([C:26]5([C:29]#[N:30])[CH2:28][CH2:27]5)[CH:21]=4)[CH:17]=3)[CH:8]=[CH:7][C:5]=2[N:6]=1.C([O:36][CH2:37][C:38](Cl)=[O:39])(=O)C.C(N(CC)CC)C.[OH-].[Na+].Cl. (4) Reactant: [NH2:1][CH:2]1[CH2:5][N:4]([CH:6]([C:27]2[CH:32]=[CH:31][C:30]([F:33])=[CH:29][CH:28]=2)[C:7]([N:9]([CH2:11][CH2:12][C:13]2[CH:18]=[C:17]([C:19]([F:22])([F:21])[F:20])[CH:16]=[C:15]([C:23]([F:26])([F:25])[F:24])[CH:14]=2)[CH3:10])=[O:8])[CH2:3]1.C([O-])([O-])=O.[Na+].[Na+].O.[CH3:41][CH2:42][O:43][C:44]([CH3:46])=O. The catalyst class is: 10. Product: [F:25][C:23]([F:24])([F:26])[C:15]1[CH:14]=[C:13]([CH2:12][CH2:11][N:9]([CH3:10])[C:7](=[O:8])[CH:6]([C:27]2[CH:28]=[CH:29][C:30]([F:33])=[CH:31][CH:32]=2)[N:4]2[CH2:3][CH:2]([N:1]3[CH2:46][CH2:44][O:43][CH2:42][CH2:41]3)[CH2:5]2)[CH:18]=[C:17]([C:19]([F:20])([F:21])[F:22])[CH:16]=1.